Dataset: Reaction yield outcomes from USPTO patents with 853,638 reactions. Task: Predict the reaction yield, written as a fraction of the theoretical maximum amount of product (1.0 means a 100% yield; for example, 0.34 means a 34% yield). (1) The reactants are [CH2:1]([O:3][C:4](=[O:18])[CH:5]=[C:6]([NH2:17])[CH2:7][C:8]1[CH:13]=[C:12]([F:14])[C:11]([F:15])=[CH:10][C:9]=1[F:16])[CH3:2].[C:19](O[C:19]([O:21][C:22]([CH3:25])([CH3:24])[CH3:23])=[O:20])([O:21][C:22]([CH3:25])([CH3:24])[CH3:23])=[O:20]. The catalyst is C1CC=CCCC=C1.C1CC=CCCC=C1.[Cl-].[Cl-].[Rh].[Rh].CO. The product is [CH2:1]([O:3][C:4](=[O:18])[CH2:5][C@H:6]([NH:17][C:19]([O:21][C:22]([CH3:25])([CH3:24])[CH3:23])=[O:20])[CH2:7][C:8]1[CH:13]=[C:12]([F:14])[C:11]([F:15])=[CH:10][C:9]=1[F:16])[CH3:2]. The yield is 0.700. (2) The reactants are [BH4-].[Na+].[Cl-].[Ca+2].[Cl-].[C:6]([C:8]1[CH:13]=[CH:12][CH:11]=[CH:10][C:9]=1[C:14]1[CH:19]=[CH:18][C:17]([CH2:20][C:21]2[C:26](=[O:27])[N:25]([C:28]3[CH:43]=[CH:42][C:31]([O:32][C:33]4([C:37](OCC)=[O:38])[CH2:36][CH2:35][CH2:34]4)=[CH:30][CH:29]=3)[C:24]([CH2:44][CH3:45])=[N:23][C:22]=2[CH2:46][CH2:47][CH3:48])=[CH:16][CH:15]=1)#[N:7]. The catalyst is O1CCCC1.C(O)C.C(OCC)(=O)C. The product is [CH2:44]([C:24]1[N:25]([C:28]2[CH:43]=[CH:42][C:31]([O:32][C:33]3([CH2:37][OH:38])[CH2:34][CH2:35][CH2:36]3)=[CH:30][CH:29]=2)[C:26](=[O:27])[C:21]([CH2:20][C:17]2[CH:16]=[CH:15][C:14]([C:9]3[C:8]([C:6]#[N:7])=[CH:13][CH:12]=[CH:11][CH:10]=3)=[CH:19][CH:18]=2)=[C:22]([CH2:46][CH2:47][CH3:48])[N:23]=1)[CH3:45]. The yield is 0.730.